From a dataset of NCI-60 drug combinations with 297,098 pairs across 59 cell lines. Regression. Given two drug SMILES strings and cell line genomic features, predict the synergy score measuring deviation from expected non-interaction effect. (1) Drug 1: C1CC(=O)NC(=O)C1N2CC3=C(C2=O)C=CC=C3N. Drug 2: C1=CN(C(=O)N=C1N)C2C(C(C(O2)CO)O)O.Cl. Cell line: SNB-75. Synergy scores: CSS=12.6, Synergy_ZIP=-3.74, Synergy_Bliss=-0.445, Synergy_Loewe=3.64, Synergy_HSA=2.69. (2) Drug 1: CC1=C2C(C(=O)C3(C(CC4C(C3C(C(C2(C)C)(CC1OC(=O)C(C(C5=CC=CC=C5)NC(=O)OC(C)(C)C)O)O)OC(=O)C6=CC=CC=C6)(CO4)OC(=O)C)OC)C)OC. Drug 2: CC(C)CN1C=NC2=C1C3=CC=CC=C3N=C2N. Cell line: NCI/ADR-RES. Synergy scores: CSS=0.241, Synergy_ZIP=-0.711, Synergy_Bliss=-2.95, Synergy_Loewe=-8.90, Synergy_HSA=-4.92. (3) Drug 1: CC1C(C(=O)NC(C(=O)N2CCCC2C(=O)N(CC(=O)N(C(C(=O)O1)C(C)C)C)C)C(C)C)NC(=O)C3=C4C(=C(C=C3)C)OC5=C(C(=O)C(=C(C5=N4)C(=O)NC6C(OC(=O)C(N(C(=O)CN(C(=O)C7CCCN7C(=O)C(NC6=O)C(C)C)C)C)C(C)C)C)N)C. Drug 2: C1=NNC2=C1C(=O)NC=N2. Cell line: MOLT-4. Synergy scores: CSS=13.3, Synergy_ZIP=-1.32, Synergy_Bliss=-2.93, Synergy_Loewe=-2.41, Synergy_HSA=-2.16. (4) Drug 1: CCCS(=O)(=O)NC1=C(C(=C(C=C1)F)C(=O)C2=CNC3=C2C=C(C=N3)C4=CC=C(C=C4)Cl)F. Drug 2: CC1=C2C(C(=O)C3(C(CC4C(C3C(C(C2(C)C)(CC1OC(=O)C(C(C5=CC=CC=C5)NC(=O)C6=CC=CC=C6)O)O)OC(=O)C7=CC=CC=C7)(CO4)OC(=O)C)O)C)OC(=O)C. Cell line: UACC-257. Synergy scores: CSS=60.9, Synergy_ZIP=7.94, Synergy_Bliss=7.63, Synergy_Loewe=6.81, Synergy_HSA=10.4. (5) Drug 1: C1=C(C(=O)NC(=O)N1)F. Drug 2: CC12CCC3C(C1CCC2O)C(CC4=C3C=CC(=C4)O)CCCCCCCCCS(=O)CCCC(C(F)(F)F)(F)F. Cell line: OVCAR-8. Synergy scores: CSS=39.2, Synergy_ZIP=-1.24, Synergy_Bliss=-3.49, Synergy_Loewe=-3.76, Synergy_HSA=-3.14. (6) Drug 1: CC1CCCC2(C(O2)CC(NC(=O)CC(C(C(=O)C(C1O)C)(C)C)O)C(=CC3=CSC(=N3)C)C)C. Drug 2: CC1C(C(CC(O1)OC2CC(CC3=C2C(=C4C(=C3O)C(=O)C5=C(C4=O)C(=CC=C5)OC)O)(C(=O)CO)O)N)O.Cl. Cell line: A498. Synergy scores: CSS=59.5, Synergy_ZIP=0.532, Synergy_Bliss=2.03, Synergy_Loewe=7.43, Synergy_HSA=7.13. (7) Drug 1: C1C(C(OC1N2C=NC3=C2NC=NCC3O)CO)O. Drug 2: N.N.Cl[Pt+2]Cl. Cell line: NCI-H522. Synergy scores: CSS=69.6, Synergy_ZIP=-2.50, Synergy_Bliss=-1.30, Synergy_Loewe=2.26, Synergy_HSA=1.75. (8) Drug 1: C1CN1P(=S)(N2CC2)N3CC3. Drug 2: CC1=C2C(C(=O)C3(C(CC4C(C3C(C(C2(C)C)(CC1OC(=O)C(C(C5=CC=CC=C5)NC(=O)C6=CC=CC=C6)O)O)OC(=O)C7=CC=CC=C7)(CO4)OC(=O)C)O)C)OC(=O)C. Cell line: SK-MEL-5. Synergy scores: CSS=30.5, Synergy_ZIP=1.79, Synergy_Bliss=9.37, Synergy_Loewe=5.12, Synergy_HSA=9.84. (9) Drug 1: CN(C)N=NC1=C(NC=N1)C(=O)N. Drug 2: C1CC(C1)(C(=O)O)C(=O)O.[NH2-].[NH2-].[Pt+2]. Cell line: NCI-H322M. Synergy scores: CSS=1.91, Synergy_ZIP=-0.469, Synergy_Bliss=1.56, Synergy_Loewe=-4.65, Synergy_HSA=-1.59.